From a dataset of Reaction yield outcomes from USPTO patents with 853,638 reactions. Predict the reaction yield, written as a fraction of the theoretical maximum amount of product (1.0 means a 100% yield; for example, 0.34 means a 34% yield). (1) The reactants are C([O:3][C:4](=[O:34])[CH2:5][CH2:6][C:7]1[CH:12]=[CH:11][C:10]([O:13][CH2:14][CH2:15][CH2:16][O:17][C:18]2[CH:23]=[CH:22][C:21]([Cl:24])=[CH:20][C:19]=2[O:25][C:26]2[CH:31]=[CH:30][CH:29]=[CH:28][CH:27]=2)=[CH:9][C:8]=1[CH2:32][CH3:33])C.[OH-].[Na+].Cl. The catalyst is C(O)C. The product is [Cl:24][C:21]1[CH:22]=[CH:23][C:18]([O:17][CH2:16][CH2:15][CH2:14][O:13][C:10]2[CH:11]=[CH:12][C:7]([CH2:6][CH2:5][C:4]([OH:34])=[O:3])=[C:8]([CH2:32][CH3:33])[CH:9]=2)=[C:19]([O:25][C:26]2[CH:27]=[CH:28][CH:29]=[CH:30][CH:31]=2)[CH:20]=1. The yield is 0.880. (2) The product is [CH3:14][C:3]1[C:2]([B:26]([OH:31])[OH:27])=[C:7]([CH3:8])[N:6]=[C:5]([N:9]2[CH2:13][CH2:12][CH2:11][CH2:10]2)[N:4]=1. The yield is 0.580. The reactants are Br[C:2]1[C:3]([CH3:14])=[N:4][C:5]([N:9]2[CH2:13][CH2:12][CH2:11][CH2:10]2)=[N:6][C:7]=1[CH3:8].CCCCCC.C([Li])CCC.[B:26](OC(C)C)([O:31]C(C)C)[O:27]C(C)C.[Cl-].[NH4+]. The catalyst is O1CCCC1.